Dataset: Catalyst prediction with 721,799 reactions and 888 catalyst types from USPTO. Task: Predict which catalyst facilitates the given reaction. (1) Reactant: C(OC([N:8]1[CH2:13][CH2:12][N:11]([CH2:14][C:15]2[CH:20]=[C:19]([C:21]3[CH:26]=[CH:25][C:24]([OH:27])=[CH:23][CH:22]=3)[N:18]=[C:17]3[N:28](C4CCCCO4)[N:29]=[C:30]([CH:31]4[CH2:33][CH2:32]4)[C:16]=23)[CH2:10][CH2:9]1)=O)(C)(C)C.ClCCl.Cl. Product: [CH:31]1([C:30]2[C:16]3[C:17](=[N:18][C:19]([C:21]4[CH:22]=[CH:23][C:24]([OH:27])=[CH:25][CH:26]=4)=[CH:20][C:15]=3[CH2:14][N:11]3[CH2:10][CH2:9][NH:8][CH2:13][CH2:12]3)[NH:28][N:29]=2)[CH2:32][CH2:33]1. The catalyst class is: 12. (2) Reactant: C1CCN2C(=NCCC2)CC1.[Br:12][C:13]1[CH:18]=[CH:17][C:16]([NH:19][C:20]2[C:21]([C:29]3[N:33](CCC#N)[N:32]=[N:31][N:30]=3)=[CH:22][N:23]([CH3:28])[C:24](=[O:27])[C:25]=2[CH3:26])=[C:15]([F:38])[CH:14]=1. Product: [Br:12][C:13]1[CH:18]=[CH:17][C:16]([NH:19][C:20]2[C:21]([C:29]3[NH:33][N:32]=[N:31][N:30]=3)=[CH:22][N:23]([CH3:28])[C:24](=[O:27])[C:25]=2[CH3:26])=[C:15]([F:38])[CH:14]=1. The catalyst class is: 124. (3) Reactant: [C:1]([C:5]1[CH:10]=[CH:9][C:8]([C:11]2[CH:12]=[N:13][NH:14][CH:15]=2)=[C:7]([N+:16]([O-])=O)[CH:6]=1)([CH3:4])([CH3:3])[CH3:2]. Product: [C:1]([C:5]1[CH:10]=[CH:9][C:8]([C:11]2[CH:12]=[N:13][NH:14][CH:15]=2)=[C:7]([CH:6]=1)[NH2:16])([CH3:4])([CH3:2])[CH3:3]. The catalyst class is: 29. (4) Reactant: [Br:1][C:2]1[S:6][C:5]([C:7](/[C:9](=[CH:14]/[C:15]2[CH:20]=[CH:19][C:18]([Cl:21])=[C:17]([Cl:22])[CH:16]=2)/[C:10]([O:12][CH3:13])=[O:11])=[O:8])=[CH:4][CH:3]=1.[Cl-].[Cl-].[Cl-].[Al+3].O. Product: [Br:1][C:2]1[S:6][C:5]2[C:7](=[O:8])[CH:9]([C:10]([O:12][CH3:13])=[O:11])[CH:14]([C:15]3[CH:20]=[CH:19][C:18]([Cl:21])=[C:17]([Cl:22])[CH:16]=3)[C:4]=2[CH:3]=1. The catalyst class is: 26. (5) Reactant: [Na].[CH3:2][C:3](=[O:7])[CH2:4][CH2:5][CH3:6].[C:8]([O:15][CH2:16][CH3:17])(=[O:14])[C:9]([O:11]CC)=O. Product: [O:11]=[C:9]([CH2:2][C:3](=[O:7])[CH2:4][CH2:5][CH3:6])[C:8]([O:15][CH2:16][CH3:17])=[O:14]. The catalyst class is: 8. (6) Reactant: [CH3:1][O:2][C:3]1[N:12]=[CH:11][C:10]([C:13]([F:16])([F:15])[F:14])=[CH:9][C:4]=1[C:5](OC)=[O:6].CC(C[AlH]CC(C)C)C. Product: [CH3:1][O:2][C:3]1[C:4]([CH2:5][OH:6])=[CH:9][C:10]([C:13]([F:16])([F:14])[F:15])=[CH:11][N:12]=1. The catalyst class is: 2. (7) Reactant: [F:1][C:2]1[CH:3]=[C:4]([C:8]2[CH:16]=[CH:15][C:11]([C:12]([OH:14])=O)=[CH:10][N:9]=2)[CH:5]=[CH:6][CH:7]=1.Cl.[NH2:18][C@@H:19]1[CH2:24][CH2:23][C@H:22]([CH2:25][C:26]([O:28][CH3:29])=[O:27])[CH2:21][CH2:20]1.C(N(CC)C(C)C)(C)C. Product: [F:1][C:2]1[CH:3]=[C:4]([C:8]2[N:9]=[CH:10][C:11]([C:12]([NH:18][C@@H:19]3[CH2:20][CH2:21][C@H:22]([CH2:25][C:26]([O:28][CH3:29])=[O:27])[CH2:23][CH2:24]3)=[O:14])=[CH:15][CH:16]=2)[CH:5]=[CH:6][CH:7]=1. The catalyst class is: 9. (8) Reactant: [CH:1]([C:3]1[CH:26]=[C:25]([O:27][CH3:28])[CH:24]=[CH:23][C:4]=1[O:5][CH2:6][C:7]1[CH:15]=[CH:14][CH:13]=[C:12]2[C:8]=1[CH:9]=[N:10][N:11]2C(OC(C)(C)C)=O)=[O:2].C(O)(C(F)(F)F)=O. Product: [NH:11]1[C:12]2[C:8](=[C:7]([CH2:6][O:5][C:4]3[CH:23]=[CH:24][C:25]([O:27][CH3:28])=[CH:26][C:3]=3[CH:1]=[O:2])[CH:15]=[CH:14][CH:13]=2)[CH:9]=[N:10]1. The catalyst class is: 2. (9) Reactant: [CH2:1]([O:8][C@H:9]1[C@H:15]([O:16][P:17]([O:27][CH2:28][C:29]2[CH:34]=[CH:33][CH:32]=[CH:31][CH:30]=2)([O:19][CH2:20][C:21]2[CH:26]=[CH:25][CH:24]=[CH:23][CH:22]=2)=[O:18])[C@@H:14]([CH2:35][O:36][CH2:37][C:38]2[CH:43]=[CH:42][CH:41]=[CH:40][CH:39]=2)[O:13][CH:11]([OH:12])[C@@H:10]1[NH:44][C:45]([O:47][CH2:48][C:49]([Cl:52])([Cl:51])[Cl:50])=[O:46])[C:2]1[CH:7]=[CH:6][CH:5]=[CH:4][CH:3]=1.[Cl:53][C:54]([Cl:58])([Cl:57])[C:55]#[N:56].C(=O)([O-])[O-].[Cs+].[Cs+]. Product: [Cl:53][C:54]([Cl:58])([Cl:57])[C:55](=[NH:56])[O:12][CH:11]1[O:13][C@H:14]([CH2:35][O:36][CH2:37][C:38]2[CH:39]=[CH:40][CH:41]=[CH:42][CH:43]=2)[C@@H:15]([O:16][P:17]([O:19][CH2:20][C:21]2[CH:22]=[CH:23][CH:24]=[CH:25][CH:26]=2)([O:27][CH2:28][C:29]2[CH:34]=[CH:33][CH:32]=[CH:31][CH:30]=2)=[O:18])[C@H:9]([O:8][CH2:1][C:2]2[CH:7]=[CH:6][CH:5]=[CH:4][CH:3]=2)[C@H:10]1[NH:44][C:45]([O:47][CH2:48][C:49]([Cl:50])([Cl:52])[Cl:51])=[O:46]. The catalyst class is: 2. (10) Reactant: [NH2:1][C:2]1([C:7]([OH:9])=O)[CH2:6][CH2:5][CH2:4][CH2:3]1.[OH-].[Na+].[ClH:12].CC[N:15]=C=NCCCN(C)C.C1C=CC2N(O)N=NC=2C=1.N. Product: [ClH:12].[NH2:1][C:2]1([C:7]([NH2:15])=[O:9])[CH2:6][CH2:5][CH2:4][CH2:3]1. The catalyst class is: 229.